Dataset: Full USPTO retrosynthesis dataset with 1.9M reactions from patents (1976-2016). Task: Predict the reactants needed to synthesize the given product. (1) Given the product [CH2:23]([NH:22][C:19]1[N:20]=[CH:21][C:10]2[C:9](=[O:25])[N:8]([C:6]3[CH:7]=[C:2]([C:29]4[CH:30]=[CH:31][N:26]=[CH:27][CH:28]=4)[CH:3]=[N:4][CH:5]=3)[CH2:17][C@H:16]3[N:12]([CH2:13][CH2:14][CH2:15]3)[C:11]=2[N:18]=1)[CH3:24], predict the reactants needed to synthesize it. The reactants are: Br[C:2]1[CH:3]=[N:4][CH:5]=[C:6]([N:8]2[CH2:17][C@H:16]3[N:12]([CH2:13][CH2:14][CH2:15]3)[C:11]3[N:18]=[C:19]([NH:22][CH2:23][CH3:24])[N:20]=[CH:21][C:10]=3[C:9]2=[O:25])[CH:7]=1.[N:26]1[CH:31]=[CH:30][C:29](B(O)O)=[CH:28][CH:27]=1.C(=O)([O-])[O-].[Na+].[Na+].C(OCC)(=O)C. (2) Given the product [OH:36][C:33]1[CH:32]=[CH:31][C:30]([C:22]2[C:21]3[C:16](=[CH:17][C:18]([O:43][CH3:44])=[CH:19][CH:20]=3)[CH2:15][CH2:14][C:23]=2[C:24]2[CH:25]=[CH:26][CH:27]=[CH:28][CH:29]=2)=[CH:35][CH:34]=1, predict the reactants needed to synthesize it. The reactants are: CC(C)([O-])C.[K+].CS(C)=O.[Cl-].[NH4+].I[CH:14]1[CH:23]([C:24]2[CH:29]=[CH:28][CH:27]=[CH:26][CH:25]=2)[CH:22]([C:30]2[CH:35]=[CH:34][C:33]([O:36]C(=O)C(C)(C)C)=[CH:32][CH:31]=2)[C:21]2[C:16](=[CH:17][C:18]([O:43][CH3:44])=[CH:19][CH:20]=2)[CH2:15]1.